From a dataset of Forward reaction prediction with 1.9M reactions from USPTO patents (1976-2016). Predict the product of the given reaction. (1) Given the reactants [C:1](Cl)(=[O:4])[CH:2]=[CH2:3].[C:6]([NH:13][C@H:14]([C:20]([OH:22])=[O:21])[CH2:15][CH2:16][CH2:17][CH2:18][NH2:19])([O:8][C:9]([CH3:12])([CH3:11])[CH3:10])=[O:7], predict the reaction product. The product is: [C:9]([O:8][C:6]([NH:13][C@@H:14]([CH2:15][CH2:16][CH2:17][CH2:18][NH:19][C:1](=[O:4])[CH:2]=[CH2:3])[C:20]([OH:22])=[O:21])=[O:7])([CH3:12])([CH3:11])[CH3:10]. (2) The product is: [Cl:24][C:25]1[CH:33]=[C:32]([Cl:34])[CH:31]=[CH:30][C:26]=1[C:27]([NH:1][C:2]1[CH:7]=[CH:6][CH:5]=[C:4]([C:8]2[N:13]3[N:14]=[CH:15][C:16]([C:17]([C:19]4[S:20][CH:21]=[CH:22][CH:23]=4)=[O:18])=[C:12]3[N:11]=[CH:10][CH:9]=2)[CH:3]=1)=[O:28]. Given the reactants [NH2:1][C:2]1[CH:3]=[C:4]([C:8]2[N:13]3[N:14]=[CH:15][C:16]([C:17]([C:19]4[S:20][CH:21]=[CH:22][CH:23]=4)=[O:18])=[C:12]3[N:11]=[CH:10][CH:9]=2)[CH:5]=[CH:6][CH:7]=1.[Cl:24][C:25]1[CH:33]=[C:32]([Cl:34])[CH:31]=[CH:30][C:26]=1[C:27](Cl)=[O:28], predict the reaction product. (3) Given the reactants Br[C:2]1[CH:3]=[CH:4][C:5]2[N:11]=[C:10]([C:12]3[CH:17]=[CH:16][N:15]=[N:14][CH:13]=3)[CH2:9][C:8](=[O:18])[NH:7][C:6]=2[CH:19]=1.[S:20]1[CH:24]=[CH:23][CH:22]=[C:21]1B(O)O, predict the reaction product. The product is: [S:20]1[CH:24]=[CH:23][CH:22]=[C:21]1[C:2]1[CH:3]=[CH:4][C:5]2[N:11]=[C:10]([C:12]3[CH:17]=[CH:16][N:15]=[N:14][CH:13]=3)[CH2:9][C:8](=[O:18])[NH:7][C:6]=2[CH:19]=1. (4) Given the reactants [Cl:1][C:2]1[CH:7]=[C:6]([CH2:8]O)[CH:5]=[CH:4][N:3]=1.C(N(CC)C(C)C)(C)C.CS([Cl:23])(=O)=O, predict the reaction product. The product is: [Cl:1][C:2]1[CH:7]=[C:6]([CH2:8][Cl:23])[CH:5]=[CH:4][N:3]=1.